This data is from Reaction yield outcomes from USPTO patents with 853,638 reactions. The task is: Predict the reaction yield, written as a fraction of the theoretical maximum amount of product (1.0 means a 100% yield; for example, 0.34 means a 34% yield). The reactants are [C:1]([C:5]1[CH:9]=[C:8]([NH2:10])[N:7]([C:11]2[CH:16]=[CH:15][C:14]([CH3:17])=[CH:13][CH:12]=2)[N:6]=1)([CH3:4])([CH3:3])[CH3:2].[C:18]([O-])(O)=[O:19].[Na+].O=C(Cl)OC(Cl)(Cl)Cl. The catalyst is C(Cl)Cl. The product is [C:1]([C:5]1[CH:9]=[C:8]([N:10]=[C:18]=[O:19])[N:7]([C:11]2[CH:12]=[CH:13][C:14]([CH3:17])=[CH:15][CH:16]=2)[N:6]=1)([CH3:4])([CH3:3])[CH3:2]. The yield is 0.900.